This data is from Forward reaction prediction with 1.9M reactions from USPTO patents (1976-2016). The task is: Predict the product of the given reaction. (1) Given the reactants CO.[C:3]([O:7][C:8]([O:10][C:11]1[CH:12]=[C:13]([C:17]2[CH:29]=[CH:28][C:20]([C:21]([O:23][C:24]([CH3:27])([CH3:26])[CH3:25])=[O:22])=[C:19]([N+:30]([O-])=O)[CH:18]=2)[CH:14]=[CH:15][CH:16]=1)=[O:9])([CH3:6])([CH3:5])[CH3:4], predict the reaction product. The product is: [NH2:30][C:19]1[CH:18]=[C:17]([C:13]2[CH:14]=[CH:15][CH:16]=[C:11]([O:10][C:8]([O:7][C:3]([CH3:6])([CH3:5])[CH3:4])=[O:9])[CH:12]=2)[CH:29]=[CH:28][C:20]=1[C:21]([O:23][C:24]([CH3:27])([CH3:26])[CH3:25])=[O:22]. (2) Given the reactants [Cl:1][C:2]1[N:3]=[C:4]([CH2:10][CH2:11][CH3:12])[CH:5]([CH3:9])[N:6](O)[CH:7]=1.O=P(Cl)(Cl)[Cl:15], predict the reaction product. The product is: [Cl:1][C:2]1[N:3]=[C:4]([CH2:10][CH2:11][CH3:12])[C:5]([CH2:9][Cl:15])=[N:6][CH:7]=1. (3) Given the reactants [Li]CCCC.C(S)C1C=CC=CC=1.C([C@@H]1COC(=O)N1[C:27]([C@@H:29]1[CH2:34][CH2:33][C:32]([F:36])([F:35])[CH2:31][C@H:30]1[CH2:37][O:38][CH2:39][C:40]1[CH:45]=[CH:44][CH:43]=[CH:42][CH:41]=1)=[O:28])C1C=CC=CC=1.[H-].[H-].[H-].[H-].[Li+].[Al+3], predict the reaction product. The product is: [CH2:39]([O:38][CH2:37][C@@H:30]1[CH2:31][C:32]([F:36])([F:35])[CH2:33][CH2:34][C@H:29]1[CH2:27][OH:28])[C:40]1[CH:41]=[CH:42][CH:43]=[CH:44][CH:45]=1. (4) Given the reactants [CH3:1][S:2][C:3]1[S:4][C:5]2[C:10](=[O:11])[N:9]=[CH:8][NH:7][C:6]=2[N:12]=1.[Li+].C[Si]([N-][Si](C)(C)C)(C)C.Br[CH2:24][C:25]1[CH:30]=[CH:29][CH:28]=[C:27]([Cl:31])[C:26]=1[Cl:32], predict the reaction product. The product is: [Cl:32][C:26]1[C:27]([Cl:31])=[CH:28][CH:29]=[CH:30][C:25]=1[CH2:24][N:7]1[C:6]2[N:12]=[C:3]([S:2][CH3:1])[S:4][C:5]=2[C:10](=[O:11])[N:9]=[CH:8]1. (5) Given the reactants [Br:1][C:2]1[CH:7]=[CH:6][C:5]([CH:8](O)[C:9]([NH2:11])=[O:10])=[C:4]([F:13])[CH:3]=1.C(N(CC)CC)C.CS(Cl)(=O)=O.Cl.[CH:27]1([N:30]2[CH2:35][C:34]3([CH2:40][CH2:39][NH:38][CH2:37][CH2:36]3)[O:33][CH2:32][C:31]2=[O:41])[CH2:29][CH2:28]1, predict the reaction product. The product is: [Br:1][C:2]1[CH:7]=[CH:6][C:5]([CH:8]([N:38]2[CH2:39][CH2:40][C:34]3([O:33][CH2:32][C:31](=[O:41])[N:30]([CH:27]4[CH2:28][CH2:29]4)[CH2:35]3)[CH2:36][CH2:37]2)[C:9]([NH2:11])=[O:10])=[C:4]([F:13])[CH:3]=1.